Dataset: Forward reaction prediction with 1.9M reactions from USPTO patents (1976-2016). Task: Predict the product of the given reaction. (1) Given the reactants [CH3:1][C:2]([NH:6][C:7](=[O:12])[O:8][CH2:9][CH2:10]Cl)([C:4]#[CH:5])[CH3:3].[H-].[Na+].Cl, predict the reaction product. The product is: [CH3:1][C:2]([N:6]1[CH2:10][CH2:9][O:8][C:7]1=[O:12])([C:4]#[CH:5])[CH3:3]. (2) Given the reactants C1CCN2[C:4](=[N:5][CH2:6]CC2)CC1.[CH3:12][O:13][C:14]1[CH:15]=[C:16]2[C:20](=[CH:21][CH:22]=1)[C:19](=O)[CH2:18][CH:17]2Br.[CH2:25]1COCC1, predict the reaction product. The product is: [CH3:12][O:13][C:14]1[CH:22]=[CH:21][C:20]2[CH:19]([CH3:25])[CH:18]3[CH2:6][NH:5][CH2:4][CH:17]3[C:16]=2[CH:15]=1.